Task: Regression/Classification. Given a drug SMILES string, predict its toxicity properties. Task type varies by dataset: regression for continuous values (e.g., LD50, hERG inhibition percentage) or binary classification for toxic/non-toxic outcomes (e.g., AMES mutagenicity, cardiotoxicity, hepatotoxicity). Dataset: herg_karim.. Dataset: hERG potassium channel inhibition data for cardiac toxicity prediction from Karim et al. (1) The drug is CCNC(=O)Nc1ccc(-c2nc3c(c(N4CCOC[C@@H]4C)n2)CCN(C(C)C)C3)cc1. The result is 1 (blocker). (2) The molecule is COc1cc(F)ccc1-c1cncc(CNC2CCCC2)c1. The result is 1 (blocker).